Task: Predict which catalyst facilitates the given reaction.. Dataset: Catalyst prediction with 721,799 reactions and 888 catalyst types from USPTO (1) Reactant: Cl[CH2:2][C:3]([N:5]1[CH2:10][CH2:9][N:8]([C:11]2[CH:16]=[C:15]([O:17][CH3:18])[C:14]([Cl:19])=[CH:13][C:12]=2[F:20])[CH2:7][CH2:6]1)=[O:4].[Cl:21][C:22]1[CH:31]=[CH:30][C:25]2[NH:26][C:27](=[O:29])[O:28][C:24]=2[CH:23]=1.C([O-])([O-])=O.[K+].[K+]. Product: [Cl:21][C:22]1[CH:31]=[CH:30][C:25]2[N:26]([CH2:2][C:3]([N:5]3[CH2:10][CH2:9][N:8]([C:11]4[CH:16]=[C:15]([O:17][CH3:18])[C:14]([Cl:19])=[CH:13][C:12]=4[F:20])[CH2:7][CH2:6]3)=[O:4])[C:27](=[O:29])[O:28][C:24]=2[CH:23]=1. The catalyst class is: 3. (2) Reactant: [I:1][C:2]1[N:3]=[CH:4][NH:5][CH:6]=1.C(N(CC)CC)C.[C:14]1([C:20](Cl)([C:27]2[CH:32]=[CH:31][CH:30]=[CH:29][CH:28]=2)[C:21]2[CH:26]=[CH:25][CH:24]=[CH:23][CH:22]=2)[CH:19]=[CH:18][CH:17]=[CH:16][CH:15]=1.N1C=CN=C1. Product: [I:1][C:2]1[N:3]=[CH:4][N:5]([C:20]([C:14]2[CH:19]=[CH:18][CH:17]=[CH:16][CH:15]=2)([C:27]2[CH:28]=[CH:29][CH:30]=[CH:31][CH:32]=2)[C:21]2[CH:22]=[CH:23][CH:24]=[CH:25][CH:26]=2)[CH:6]=1. The catalyst class is: 369. (3) The catalyst class is: 4. Product: [NH2:24][CH:21]1[CH2:22][CH2:23][N:18]([C:16](=[O:17])[CH2:15][CH2:14][N:6]2[C:7]3[CH:8]=[CH:9][C:10]([CH3:13])=[CH:11][C:12]=3[C:4]3[CH2:3][N:2]([CH3:1])[CH2:33][CH2:32][C:5]2=3)[CH2:19][CH2:20]1. Reactant: [CH3:1][N:2]1[CH2:33][CH2:32][C:5]2[N:6]([CH2:14][CH2:15][C:16]([N:18]3[CH2:23][CH2:22][CH:21]([NH:24]C(=O)OC(C)(C)C)[CH2:20][CH2:19]3)=[O:17])[C:7]3[CH:8]=[CH:9][C:10]([CH3:13])=[CH:11][C:12]=3[C:4]=2[CH2:3]1.FC(F)(F)C(O)=O.FC(F)(F)C([O-])=O. (4) Reactant: N1C=CC=CC=1.[CH2:7]([C:9]([C:28]1[CH:33]=[CH:32][C:31]([OH:34])=[C:30]([CH3:35])[CH:29]=1)([C:12]1[CH:17]=[CH:16][C:15]([C:18]#[C:19][C:20]2([OH:26])[CH2:25][CH2:24][CH2:23][CH2:22][CH2:21]2)=[C:14]([CH3:27])[CH:13]=1)[CH2:10][CH3:11])[CH3:8].[F:36][C:37]([F:50])([F:49])[S:38](O[S:38]([C:37]([F:50])([F:49])[F:36])(=[O:40])=[O:39])(=[O:40])=[O:39]. Product: [CH2:7]([C:9]([C:28]1[CH:33]=[CH:32][C:31]([O:34][S:38]([C:37]([F:50])([F:49])[F:36])(=[O:40])=[O:39])=[C:30]([CH3:35])[CH:29]=1)([C:12]1[CH:17]=[CH:16][C:15]([C:18]#[C:19][C:20]2([OH:26])[CH2:25][CH2:24][CH2:23][CH2:22][CH2:21]2)=[C:14]([CH3:27])[CH:13]=1)[CH2:10][CH3:11])[CH3:8]. The catalyst class is: 4. (5) Reactant: [C:1]([O:4][C:5]1[C:13]2[C:8](=[CH:9][CH:10]=[CH:11][CH:12]=2)[NH:7][CH:6]=1)(=O)[CH3:2].[H-].[Na+].[CH3:16][C:17]([C:19]1[CH:24]=CC(F)=[CH:21][CH:20]=1)=[O:18].O. Product: [C:17]([C:19]1[CH:20]=[CH:21][C:1]([O:4][C:5]2[C:13]3[C:8](=[CH:9][CH:10]=[CH:11][CH:12]=3)[NH:7][CH:6]=2)=[CH:2][CH:24]=1)(=[O:18])[CH3:16]. The catalyst class is: 9. (6) Reactant: [CH3:1][O:2][C:3]1[CH:18]=[CH:17][CH:16]=[CH:15][C:4]=1[CH2:5][N:6]1[C:11]([CH3:12])=[CH:10][C:9]([OH:13])=[CH:8][C:7]1=[O:14].[I:19]N1C(=O)CCC1=O. Product: [CH3:1][O:2][C:3]1[CH:18]=[CH:17][CH:16]=[CH:15][C:4]=1[CH2:5][N:6]1[C:11]([CH3:12])=[CH:10][C:9]([OH:13])=[C:8]([I:19])[C:7]1=[O:14]. The catalyst class is: 10. (7) Reactant: [NH2:1][C:2]1[C:3]([CH3:13])=[C:4]([C:9]([F:12])=[CH:10][CH:11]=1)[C:5]([O:7][CH3:8])=[O:6].[C:14]([O:17]C(=O)C)(=O)[CH3:15].[N:21]([O-])=O.[Na+].C(=O)([O-])[O-].[K+].[K+]. Product: [C:14]([N:1]1[C:2]2[CH:11]=[CH:10][C:9]([F:12])=[C:4]([C:5]([O:7][CH3:8])=[O:6])[C:3]=2[CH:13]=[N:21]1)(=[O:17])[CH3:15]. The catalyst class is: 15.